This data is from Experimentally validated miRNA-target interactions with 360,000+ pairs, plus equal number of negative samples. The task is: Binary Classification. Given a miRNA mature sequence and a target amino acid sequence, predict their likelihood of interaction. The miRNA is hsa-miR-3938 with sequence AAUUCCCUUGUAGAUAACCCGG. The protein sequence of the target gene is MSKPVDHVKRPMNAFMVWSRAQRRKMAQENPKMHNSEISKRLGAEWKLLTESEKRPFIDEAKRLRAMHMKEHPDYKYRPRRKPKTLLKKDKFAFPVPYGLGSVADAEHPALKAGAGLHAGAGGGLVPESLLANPEKAAAAAAAAAARVFFPQSAAAAAAAAAAAAAGSPYSLLDLGSKMAEISSSSSGLPYASSLGYPTAGAGAFHGAAAAAAAAAAAAGGHTHSHPSPGNPGYMIPCNCSAWPSPGLQPPLAYILLPGMGKPQLDPYPAAYAAAL. Result: 0 (no interaction).